This data is from Full USPTO retrosynthesis dataset with 1.9M reactions from patents (1976-2016). The task is: Predict the reactants needed to synthesize the given product. (1) Given the product [CH3:27][O:28][C:29]([C:31]1([CH2:46][I:25])[CH:35]([CH3:36])[C:34](=[O:37])[N:33]([C:38]2[C:43]([CH3:44])=[CH:42][CH:41]=[CH:40][C:39]=2[CH3:45])[CH2:32]1)=[O:30], predict the reactants needed to synthesize it. The reactants are: N1C=CN=C1.C1(P(C2C=CC=CC=2)C2C=CC=CC=2)C=CC=CC=1.[I:25]I.[CH3:27][O:28][C:29]([C:31]1([CH2:46]O)[CH:35]([CH3:36])[C:34](=[O:37])[N:33]([C:38]2[C:43]([CH3:44])=[CH:42][CH:41]=[CH:40][C:39]=2[CH3:45])[CH2:32]1)=[O:30]. (2) Given the product [CH2:35]([N:37]1[C:49]2[CH:48]=[CH:47][C:46]([NH:50][C:16]([C@@H:9]3[CH2:10][C:11](=[N:13][O:14][CH3:15])[CH2:12][N:8]3[C:6](=[O:7])[C:29]3[CH:28]=[CH:27][C:26]([O:19][C:20]4[CH:21]=[CH:22][CH:23]=[CH:24][CH:25]=4)=[CH:34][CH:33]=3)=[O:18])=[CH:45][C:44]=2[C:43]2[C:38]1=[CH:39][CH:40]=[CH:41][CH:42]=2)[CH3:36], predict the reactants needed to synthesize it. The reactants are: C(O[C:6]([N:8]1[CH2:12][C:11](=[N:13][O:14][CH3:15])[CH2:10][C@H:9]1[C:16]([OH:18])=O)=[O:7])(C)(C)C.[O:19]([C:26]1[CH:34]=[CH:33][C:29](C(Cl)=O)=[CH:28][CH:27]=1)[C:20]1[CH:25]=[CH:24][CH:23]=[CH:22][CH:21]=1.[CH2:35]([N:37]1[C:49]2[CH:48]=[CH:47][C:46]([NH2:50])=[CH:45][C:44]=2[C:43]2[C:38]1=[CH:39][CH:40]=[CH:41][CH:42]=2)[CH3:36].